From a dataset of Catalyst prediction with 721,799 reactions and 888 catalyst types from USPTO. Predict which catalyst facilitates the given reaction. Reactant: [Cl:1][C:2]1[C:7]([F:8])=[CH:6][N:5]=[C:4]([CH:9]=O)[C:3]=1F.[NH2:12][NH2:13]. Product: [Cl:1][C:2]1[C:7]([F:8])=[CH:6][N:5]=[C:4]2[CH:9]=[N:12][NH:13][C:3]=12. The catalyst class is: 114.